From a dataset of Catalyst prediction with 721,799 reactions and 888 catalyst types from USPTO. Predict which catalyst facilitates the given reaction. Product: [CH3:8][N:9]1[C:17]2[C@@:16]3([CH3:21])[C:18]([CH3:19])([CH3:20])[C@H:13]([CH2:14][CH2:15]3)[C:12]=2[C:11](=[O:22])[N:10]1[CH2:23][C:24]1[C:25]([C:48]([F:49])([F:50])[F:51])=[N:26][NH:27][CH:28]=1. The catalyst class is: 4. Reactant: FC(F)(F)C(O)=O.[CH3:8][N:9]1[C:17]2[C@@:16]3([CH3:21])[C:18]([CH3:20])([CH3:19])[C@H:13]([CH2:14][CH2:15]3)[C:12]=2[C:11](=[O:22])[N:10]1[CH2:23][C:24]1[C:25]([C:48]([F:51])([F:50])[F:49])=[N:26][N:27](C(C2C=CC=CC=2)(C2C=CC=CC=2)C2C=CC=CC=2)[CH:28]=1.C([SiH](CC)CC)C.